This data is from Forward reaction prediction with 1.9M reactions from USPTO patents (1976-2016). The task is: Predict the product of the given reaction. (1) Given the reactants [OH:1][C:2]1[CH:6]=[C:5]([N:7]2[C:15]3[CH:14]=[C:13]([C:16](=[O:22])[NH:17][CH2:18][CH2:19][O:20][CH3:21])[N:12]=[CH:11][C:10]=3[N:9]=[CH:8]2)[S:4][C:3]=1[C:23]([O:25][CH3:26])=[O:24].C([O-])([O-])=O.[K+].[K+].Br[CH2:34][C:35]1[CH:40]=[CH:39][CH:38]=[CH:37][C:36]=1[C:41]([F:44])([F:43])[F:42], predict the reaction product. The product is: [CH3:21][O:20][CH2:19][CH2:18][NH:17][C:16]([C:13]1[N:12]=[CH:11][C:10]2[N:9]=[CH:8][N:7]([C:5]3[S:4][C:3]([C:23]([O:25][CH3:26])=[O:24])=[C:2]([O:1][CH2:34][C:35]4[CH:40]=[CH:39][CH:38]=[CH:37][C:36]=4[C:41]([F:42])([F:43])[F:44])[CH:6]=3)[C:15]=2[CH:14]=1)=[O:22]. (2) Given the reactants [Si:1]([O:8]S(C(F)(F)F)(=O)=O)([C:4]([CH3:7])([CH3:6])[CH3:5])([CH3:3])[CH3:2].C(N(CC)CC)C.[CH2:23]([C:26]1([CH:30](O)[CH2:31][C:32]#[CH:33])[CH2:29][CH2:28][CH2:27]1)[CH2:24][CH3:25].C([O-])(O)=O.[Na+], predict the reaction product. The product is: [C:4]([Si:1]([CH3:3])([CH3:2])[O:8][CH:30]([C:26]1([CH2:23][CH2:24][CH3:25])[CH2:27][CH2:28][CH2:29]1)[CH2:31][C:32]#[CH:33])([CH3:7])([CH3:6])[CH3:5].